Predict the product of the given reaction. From a dataset of Forward reaction prediction with 1.9M reactions from USPTO patents (1976-2016). (1) Given the reactants [Cl:1][C:2]1[CH:7]=[CH:6][C:5]([C:8]2[O:9][C:10]3[C:11](=[C:13]([C:17]([OH:19])=O)[CH:14]=[CH:15][CH:16]=3)[N:12]=2)=[CH:4][CH:3]=1.C1C=CC2N(O)N=[N:26]C=2C=1.CCN=C=NCCCN(C)C.CCN(C(C)C)C(C)C.[Cl-].[NH4+].Cl, predict the reaction product. The product is: [Cl:1][C:2]1[CH:7]=[CH:6][C:5]([C:8]2[O:9][C:10]3[C:11](=[C:13]([C:17]([NH2:26])=[O:19])[CH:14]=[CH:15][CH:16]=3)[N:12]=2)=[CH:4][CH:3]=1. (2) The product is: [Cl:15][C:10]1[CH:11]=[CH:12][CH:13]=[CH:14][C:9]=1[CH2:8][CH2:7][C:6](=[O:16])[CH:5]=[C:4]([OH:17])[C:3]([OH:18])=[O:2]. Given the reactants C[O:2][C:3](=[O:18])[C:4]([OH:17])=[CH:5][C:6](=[O:16])[CH2:7][CH2:8][C:9]1[CH:14]=[CH:13][CH:12]=[CH:11][C:10]=1[Cl:15].[OH-].[Na+].CO.Cl, predict the reaction product. (3) The product is: [C:36]([O:40][C:41](=[O:65])[CH2:42][CH2:43][N:44]([C:58]([O:60][C:61]([CH3:64])([CH3:63])[CH3:62])=[O:59])[CH2:45][C:46]([N:48]1[C:56]2[C:51](=[CH:52][C:53]([O:7][CH2:6][C:5]3[CH:8]=[CH:9][C:10]([CH:11]4[CH2:16][CH2:15][CH2:14][CH2:13][CH2:12]4)=[C:3]([C:1]#[N:2])[CH:4]=3)=[CH:54][CH:55]=2)[CH2:50][CH2:49]1)=[O:47])([CH3:39])([CH3:38])[CH3:37]. Given the reactants [C:1]([C:3]1[CH:4]=[C:5]([CH:8]=[CH:9][C:10]=1[CH:11]1[CH2:16][CH2:15][CH2:14][CH2:13][CH2:12]1)[CH2:6][OH:7])#[N:2].C1(P(C2C=CC=CC=2)C2C=CC=CC=2)C=CC=CC=1.[C:36]([O:40][C:41](=[O:65])[CH2:42][CH2:43][N:44]([C:58]([O:60][C:61]([CH3:64])([CH3:63])[CH3:62])=[O:59])[CH2:45][C:46]([N:48]1[C:56]2[C:51](=[CH:52][C:53](O)=[CH:54][CH:55]=2)[CH2:50][CH2:49]1)=[O:47])([CH3:39])([CH3:38])[CH3:37].CCOC(/N=N/C(OCC)=O)=O, predict the reaction product. (4) Given the reactants Br[C:2]1[N:11]=[C:10]2[C:5]([C:6](=[CH:12][C:13]3[CH:18]=[C:17]([F:19])[CH:16]=[CH:15][C:14]=3[F:20])[CH2:7][CH2:8][NH:9]2)=[CH:4][CH:3]=1, predict the reaction product. The product is: [F:20][C:14]1[CH:15]=[CH:16][C:17]([F:19])=[CH:18][C:13]=1[CH2:12][CH:6]1[C:5]2[C:10](=[N:11][CH:2]=[CH:3][CH:4]=2)[NH:9][CH2:8][CH2:7]1. (5) Given the reactants [NH2:1][C:2]1[CH:3]=[C:4]([OH:12])[C:5](=[CH:10][CH:11]=1)[C:6]([O:8][CH3:9])=[O:7].[F:13][C:14]([F:26])([F:25])[C:15]1[CH:20]=[CH:19][C:18]([S:21](Cl)(=[O:23])=[O:22])=[CH:17][CH:16]=1, predict the reaction product. The product is: [OH:12][C:4]1[CH:3]=[C:2]([NH:1][S:21]([C:18]2[CH:17]=[CH:16][C:15]([C:14]([F:13])([F:25])[F:26])=[CH:20][CH:19]=2)(=[O:23])=[O:22])[CH:11]=[CH:10][C:5]=1[C:6]([O:8][CH3:9])=[O:7]. (6) Given the reactants [NH2:1][C:2]1[CH:3]=[C:4]([C:8]2[NH:9][C:10]3[N:11]([CH:31]=2)[N:12]=[C:13]([C:18]2[CH:23]=[CH:22][C:21]([O:24][C:25]4[CH:30]=[CH:29][CH:28]=[CH:27][CH:26]=4)=[CH:20][CH:19]=2)[C:14]=3[C:15]([NH2:17])=[O:16])[CH:5]=[CH:6][CH:7]=1.[C:32](Cl)(=[O:35])[CH:33]=[CH2:34], predict the reaction product. The product is: [C:32]([NH:1][C:2]1[CH:3]=[C:4]([C:8]2[NH:9][C:10]3[N:11]([CH:31]=2)[N:12]=[C:13]([C:18]2[CH:23]=[CH:22][C:21]([O:24][C:25]4[CH:26]=[CH:27][CH:28]=[CH:29][CH:30]=4)=[CH:20][CH:19]=2)[C:14]=3[C:15]([NH2:17])=[O:16])[CH:5]=[CH:6][CH:7]=1)(=[O:35])[CH:33]=[CH2:34].